This data is from Forward reaction prediction with 1.9M reactions from USPTO patents (1976-2016). The task is: Predict the product of the given reaction. (1) Given the reactants [Cl:1][C:2]1[C:7]([C:8]([OH:10])=O)=[CH:6][CH:5]=[C:4]([Cl:11])[N:3]=1.C1N=CN(C(N2C=NC=C2)=O)C=1.[NH2:24][C:25]1[C:30]([S:31]([NH2:34])(=[O:33])=[O:32])=[CH:29][CH:28]=[CH:27][N:26]=1.[H-].[Na+], predict the reaction product. The product is: [NH2:24][C:25]1[C:30]([S:31]([NH:34][C:8]([C:7]2[C:2]([Cl:1])=[N:3][C:4]([Cl:11])=[CH:5][CH:6]=2)=[O:10])(=[O:32])=[O:33])=[CH:29][CH:28]=[CH:27][N:26]=1. (2) Given the reactants C[O:2][C:3]1[CH:4]=[C:5]([C:9]2([C:12]#[N:13])[CH2:11][CH2:10]2)[CH:6]=[CH:7][CH:8]=1.B(Br)(Br)Br.ClCCl, predict the reaction product. The product is: [OH:2][C:3]1[CH:4]=[C:5]([C:9]2([C:12]#[N:13])[CH2:10][CH2:11]2)[CH:6]=[CH:7][CH:8]=1. (3) Given the reactants Br[C:2]1[CH:7]=[CH:6][C:5]([S:8]([NH:11][C:12]2[CH:17]=[C:16]([F:18])[C:15]([F:19])=[CH:14][C:13]=2[C:20]([C:22]2[CH:23]=[N:24][CH:25]=[CH:26][CH:27]=2)=[O:21])(=[O:10])=[O:9])=[CH:4][CH:3]=1.O.[O-]P([O-])([O-])=O.[K+].[K+].[K+].C1(P(C2C=CC=CC=2)C2C=CC3C(=CC=CC=3)C=2C2C3C(=CC=CC=3)C=CC=2P(C2C=CC=CC=2)C2C=CC=CC=2)C=CC=CC=1.[NH:83]1[CH2:88][CH2:87][O:86][CH2:85][CH2:84]1, predict the reaction product. The product is: [F:19][C:15]1[C:16]([F:18])=[CH:17][C:12]([NH:11][S:8]([C:5]2[CH:6]=[CH:7][C:2]([N:83]3[CH2:88][CH2:87][O:86][CH2:85][CH2:84]3)=[CH:3][CH:4]=2)(=[O:10])=[O:9])=[C:13]([C:20]([C:22]2[CH:23]=[N:24][CH:25]=[CH:26][CH:27]=2)=[O:21])[CH:14]=1. (4) Given the reactants [CH3:1][O:2][CH2:3][C:4]1[C:9]([CH2:10]O)=[CH:8][N:7]=[C:6]([C:12]2[CH:17]=[CH:16][C:15]([O:18][C:19]([F:22])([F:21])[F:20])=[CH:14][CH:13]=2)[N:5]=1.S(Cl)([Cl:25])=O, predict the reaction product. The product is: [Cl:25][CH2:10][C:9]1[C:4]([CH2:3][O:2][CH3:1])=[N:5][C:6]([C:12]2[CH:17]=[CH:16][C:15]([O:18][C:19]([F:22])([F:21])[F:20])=[CH:14][CH:13]=2)=[N:7][CH:8]=1. (5) Given the reactants [C:1]1([NH2:8])[CH:6]=[CH:5][C:4]([NH2:7])=[CH:3][CH:2]=1.[C:9]1(=[O:15])[O:14][C:12](=[O:13])[CH:11]=[CH:10]1.[OH-].[Li+:17], predict the reaction product. The product is: [NH2:7][C:4]1[CH:5]=[CH:6][C:1]([NH:8][C:9](=[O:15])/[CH:10]=[CH:11]\[C:12]([O-:14])=[O:13])=[CH:2][CH:3]=1.[Li+:17]. (6) Given the reactants F[C:2]1[N:7]=[CH:6][C:5]([C:8]2[CH2:13][CH2:12][CH:11]([N:14]3[C@@H:18]([C:19]4[CH:24]=[CH:23][CH:22]=[CH:21][CH:20]=4)[C:17]([CH3:26])([CH3:25])[O:16][C:15]3=[O:27])[CH2:10][CH:9]=2)=[CH:4][C:3]=1[C:28]1[N:33]=[CH:32][CH:31]=[CH:30][N:29]=1.[O:34]1CCOCC1.Cl, predict the reaction product. The product is: [CH3:25][C:17]1([CH3:26])[O:16][C:15](=[O:27])[N:14]([CH:11]2[CH2:12][CH2:13][C:8]([C:5]3[CH:4]=[C:3]([C:28]4[N:33]=[CH:32][CH:31]=[CH:30][N:29]=4)[C:2](=[O:34])[NH:7][CH:6]=3)=[CH:9][CH2:10]2)[C@H:18]1[C:19]1[CH:24]=[CH:23][CH:22]=[CH:21][CH:20]=1.